The task is: Regression. Given two drug SMILES strings and cell line genomic features, predict the synergy score measuring deviation from expected non-interaction effect.. This data is from NCI-60 drug combinations with 297,098 pairs across 59 cell lines. (1) Cell line: HCT-15. Drug 1: C1CCN(CC1)CCOC2=CC=C(C=C2)C(=O)C3=C(SC4=C3C=CC(=C4)O)C5=CC=C(C=C5)O. Drug 2: CC1CCCC2(C(O2)CC(NC(=O)CC(C(C(=O)C(C1O)C)(C)C)O)C(=CC3=CSC(=N3)C)C)C. Synergy scores: CSS=-0.738, Synergy_ZIP=1.07, Synergy_Bliss=1.64, Synergy_Loewe=-5.10, Synergy_HSA=-2.49. (2) Drug 1: CC12CCC3C(C1CCC2=O)CC(=C)C4=CC(=O)C=CC34C. Drug 2: CC(C)(C#N)C1=CC(=CC(=C1)CN2C=NC=N2)C(C)(C)C#N. Cell line: MOLT-4. Synergy scores: CSS=61.6, Synergy_ZIP=1.98, Synergy_Bliss=2.49, Synergy_Loewe=1.84, Synergy_HSA=1.63.